Dataset: Reaction yield outcomes from USPTO patents with 853,638 reactions. Task: Predict the reaction yield, written as a fraction of the theoretical maximum amount of product (1.0 means a 100% yield; for example, 0.34 means a 34% yield). (1) The reactants are [C:1]([O:5][C:6]([N:8]1[CH2:12][C@H:11]([OH:13])[CH2:10][C@H:9]1[C:14]([OH:16])=[O:15])=[O:7])([CH3:4])([CH3:3])[CH3:2].[N+](=[CH2:19])=[N-]. The product is [OH:13][C@H:11]1[CH2:12][N:8]([C:6]([O:5][C:1]([CH3:4])([CH3:2])[CH3:3])=[O:7])[C@H:9]([C:14]([O:16][CH3:19])=[O:15])[CH2:10]1. The catalyst is C1COCC1. The yield is 0.960. (2) The reactants are [N+](=[CH:3][C:4]([C:6]1[CH:11]=[CH:10][C:9]([Cl:12])=[C:8]([Cl:13])[CH:7]=1)=[O:5])=[N-].[CH3:14][O:15][C:16]1[O:17][CH:18]=[CH:19][CH:20]=1. The catalyst is CCCCCC. The product is [Cl:13][C:8]1[CH:7]=[C:6]([C:4](=[O:5])/[CH:3]=[CH:18]/[CH:19]=[CH:20]\[C:16]([O:15][CH3:14])=[O:17])[CH:11]=[CH:10][C:9]=1[Cl:12]. The yield is 0.310.